From a dataset of Forward reaction prediction with 1.9M reactions from USPTO patents (1976-2016). Predict the product of the given reaction. (1) Given the reactants [C:1]([O:5][C:6](=[O:19])[NH:7][CH2:8][C@@H:9]1[CH2:11][C@H:10]1[C:12]1[CH:17]=[CH:16][CH:15]=[C:14](Br)[CH:13]=1)([CH3:4])([CH3:3])[CH3:2].[O:20]1[C:24]2[CH:25]=[CH:26][CH:27]=[CH:28][C:23]=2[CH:22]=[C:21]1B(O)O.C([O-])([O-])=O.[K+].[K+], predict the reaction product. The product is: [C:1]([O:5][C:6](=[O:19])[NH:7][CH2:8][CH:9]1[CH2:11][CH:10]1[C:12]1[CH:17]=[CH:16][CH:15]=[CH:14][C:13]=1[C:21]1[O:20][C:24]2[CH:25]=[CH:26][CH:27]=[CH:28][C:23]=2[CH:22]=1)([CH3:4])([CH3:3])[CH3:2]. (2) Given the reactants O[CH2:2][C:3]1[N:7]([CH2:8][CH2:9][O:10][CH3:11])[CH:6]=[N:5][CH:4]=1.S(Cl)([Cl:14])=O, predict the reaction product. The product is: [ClH:14].[Cl:14][CH2:2][C:3]1[N:7]([CH2:8][CH2:9][O:10][CH3:11])[CH:6]=[N:5][CH:4]=1.